This data is from Catalyst prediction with 721,799 reactions and 888 catalyst types from USPTO. The task is: Predict which catalyst facilitates the given reaction. (1) Reactant: C([NH:18][CH2:19][C:20](F)(F)[C:21]([OH:23])=[O:22])(OCC1C2C(=CC=CC=2)C2C1=CC=CC=2)=O.N1CCCCC1.[CH:32]([C:34]1[CH:42]=[CH:41][C:37]([C:38]([OH:40])=O)=[CH:36][CH:35]=1)=[O:33].C(N(C(C)C)CC)(C)C.C1CN([P+](Br)(N2CCCC2)N2CCCC2)CC1.F[P-](F)(F)(F)(F)F. Product: [CH:32]([C:34]1[CH:35]=[CH:36][C:37]([C:38]([NH:18][CH2:19][CH2:20][C:21]([OH:23])=[O:22])=[O:40])=[CH:41][CH:42]=1)=[O:33]. The catalyst class is: 3. (2) Reactant: [CH2:1]([O:8][C:9]1[CH:14]=[CH:13][C:12](Br)=[CH:11][CH:10]=1)[C:2]1[CH:7]=[CH:6][CH:5]=[CH:4][CH:3]=1.[B:16](OCCC)([O:21]CCC)[O:17]CCC.Cl. Product: [CH2:1]([O:8][C:9]1[CH:14]=[CH:13][C:12]([B:16]([OH:21])[OH:17])=[CH:11][CH:10]=1)[C:2]1[CH:7]=[CH:6][CH:5]=[CH:4][CH:3]=1. The catalyst class is: 7. (3) Reactant: C([O:8][C:9]1[CH:14]=[C:13]([C:15]([OH:30])([CH:20]([C:22]2[CH:27]=[CH:26][C:25]([Cl:28])=[CH:24][C:23]=2[Cl:29])[CH3:21])[C:16]([F:19])([F:18])[F:17])[CH:12]=[CH:11][N:10]=1)C1C=CC=CC=1. Product: [Cl:29][C:23]1[CH:24]=[C:25]([Cl:28])[CH:26]=[CH:27][C:22]=1[CH:20]([CH3:21])[C:15]([C:13]1[CH:12]=[CH:11][NH:10][C:9](=[O:8])[CH:14]=1)([OH:30])[C:16]([F:19])([F:18])[F:17]. The catalyst class is: 13. (4) Reactant: [CH3:1][C:2]1[CH:3]=[C:4]([C:25]2[CH2:26][CH2:27][NH:28][CH2:29][CH:30]=2)[C:5]2[N:6]([N:8]=[C:9]([NH:11][CH:12]3[CH2:17][CH2:16][N:15]([C:18]4[CH:23]=[C:22]([CH3:24])[N:21]=[CH:20][N:19]=4)[CH2:14][CH2:13]3)[N:10]=2)[CH:7]=1.Cl[C:32]([O:34][CH2:35][CH3:36])=[O:33]. Product: [CH3:1][C:2]1[CH:3]=[C:4]([C:25]2[CH2:26][CH2:27][N:28]([C:32]([O:34][CH2:35][CH3:36])=[O:33])[CH2:29][CH:30]=2)[C:5]2[N:6]([N:8]=[C:9]([NH:11][CH:12]3[CH2:17][CH2:16][N:15]([C:18]4[CH:23]=[C:22]([CH3:24])[N:21]=[CH:20][N:19]=4)[CH2:14][CH2:13]3)[N:10]=2)[CH:7]=1. The catalyst class is: 2. (5) Reactant: [C:1]([OH:10])(=[O:9])[C:2]1[C:3](=[CH:5][CH:6]=[CH:7][CH:8]=1)[NH2:4].[NH:11]1[C:15]2=[N:16][CH:17]=[CH:18][CH:19]=[C:14]2[C:13]([CH:20]=O)=[CH:12]1.C1(C)C=CC(S(O)(=O)=O)=CC=1.[BH4-].[Na+]. Product: [NH:11]1[C:15]2=[N:16][CH:17]=[CH:18][CH:19]=[C:14]2[C:13]([CH2:20][NH:4][C:3]2[CH:5]=[CH:6][CH:7]=[CH:8][C:2]=2[C:1]([OH:10])=[O:9])=[CH:12]1. The catalyst class is: 11. (6) Reactant: [CH2:1]([N:3]1[C:7]2=[N:8][C:9]([CH2:27][CH3:28])=[C:10]([CH2:19][NH:20][C:21](=[O:26])[CH2:22][C:23](O)=[O:24])[C:11]([NH:12][CH:13]3[CH2:18][CH2:17][O:16][CH2:15][CH2:14]3)=[C:6]2[CH:5]=[N:4]1)[CH3:2].[NH2:29][CH2:30][C:31]1[CH:32]=[C:33]([C:37]2[CH:42]=[CH:41][CH:40]=[C:39]([CH2:43][CH:44]3[CH2:49][CH2:48][N:47](C(OC(C)(C)C)=O)[CH2:46][CH2:45]3)[CH:38]=2)[CH:34]=[CH:35][CH:36]=1.CN(C(ON1N=NC2C=CC=CC1=2)=[N+](C)C)C.F[P-](F)(F)(F)(F)F. Product: [CH2:1]([N:3]1[C:7]2=[N:8][C:9]([CH2:27][CH3:28])=[C:10]([CH2:19][NH:20][C:21](=[O:26])[CH2:22][C:23]([NH:29][CH2:30][C:31]3[CH:32]=[C:33]([C:37]4[CH:42]=[CH:41][CH:40]=[C:39]([CH2:43][CH:44]5[CH2:49][CH2:48][NH:47][CH2:46][CH2:45]5)[CH:38]=4)[CH:34]=[CH:35][CH:36]=3)=[O:24])[C:11]([NH:12][CH:13]3[CH2:14][CH2:15][O:16][CH2:17][CH2:18]3)=[C:6]2[CH:5]=[N:4]1)[CH3:2]. The catalyst class is: 2.